Regression. Given two drug SMILES strings and cell line genomic features, predict the synergy score measuring deviation from expected non-interaction effect. From a dataset of NCI-60 drug combinations with 297,098 pairs across 59 cell lines. Drug 1: CCCCC(=O)OCC(=O)C1(CC(C2=C(C1)C(=C3C(=C2O)C(=O)C4=C(C3=O)C=CC=C4OC)O)OC5CC(C(C(O5)C)O)NC(=O)C(F)(F)F)O. Drug 2: CC12CCC3C(C1CCC2OP(=O)(O)O)CCC4=C3C=CC(=C4)OC(=O)N(CCCl)CCCl.[Na+]. Cell line: EKVX. Synergy scores: CSS=22.3, Synergy_ZIP=-1.99, Synergy_Bliss=-4.66, Synergy_Loewe=-28.9, Synergy_HSA=-7.48.